This data is from Forward reaction prediction with 1.9M reactions from USPTO patents (1976-2016). The task is: Predict the product of the given reaction. The product is: [F:1][C:2]([CH3:22])([CH3:21])[CH2:3][N:4]1[CH2:9][CH2:8][CH:7]([CH2:10][O:11][C:12]2[CH:17]=[CH:16][C:15]([C:24]3[CH:29]=[CH:28][C:27]([S:30]([CH3:33])(=[O:32])=[O:31])=[CH:26][N:25]=3)=[CH:14][CH:13]=2)[CH2:6][CH2:5]1. Given the reactants [F:1][C:2]([CH3:22])([CH3:21])[CH2:3][N:4]1[CH2:9][CH2:8][CH:7]([CH2:10][O:11][C:12]2[CH:17]=[CH:16][C:15](B(O)O)=[CH:14][CH:13]=2)[CH2:6][CH2:5]1.Br[C:24]1[CH:29]=[CH:28][C:27]([S:30]([CH3:33])(=[O:32])=[O:31])=[CH:26][N:25]=1.C([O-])([O-])=O.[Cs+].[Cs+].O1CCOCC1, predict the reaction product.